Dataset: Peptide-MHC class II binding affinity with 134,281 pairs from IEDB. Task: Regression. Given a peptide amino acid sequence and an MHC pseudo amino acid sequence, predict their binding affinity value. This is MHC class II binding data. (1) The peptide sequence is AAAAGWQTLSAALDA. The MHC is DRB1_0401 with pseudo-sequence DRB1_0401. The binding affinity (normalized) is 0.309. (2) The peptide sequence is IDRLITGRLQSLQTY. The MHC is DRB1_0401 with pseudo-sequence DRB1_0401. The binding affinity (normalized) is 0.493. (3) The peptide sequence is HSVGKWLGHPDKF. The MHC is H-2-IAs with pseudo-sequence H-2-IAs. The binding affinity (normalized) is 0.471. (4) The peptide sequence is TVDKSKPKVYQWFDLRKY. The MHC is DRB1_0101 with pseudo-sequence DRB1_0101. The binding affinity (normalized) is 0. (5) The peptide sequence is NHIPGYKVQTNGPWM. The MHC is DRB4_0103 with pseudo-sequence DRB4_0103. The binding affinity (normalized) is 0.377. (6) The peptide sequence is VNWEVIIMDEAHFLD. The MHC is DRB3_0202 with pseudo-sequence DRB3_0202. The binding affinity (normalized) is 0.601. (7) The peptide sequence is ETPLLTKFVSAALHN. The MHC is DRB1_0101 with pseudo-sequence DRB1_0101. The binding affinity (normalized) is 0.525. (8) The peptide sequence is PETYSGSVANEANTY. The MHC is H-2-IAb with pseudo-sequence H-2-IAb. The binding affinity (normalized) is 0.0847. (9) The peptide sequence is EDGIYGIFQSTFLGA. The MHC is HLA-DQA10501-DQB10303 with pseudo-sequence HLA-DQA10501-DQB10303. The binding affinity (normalized) is 0.503.